Dataset: Forward reaction prediction with 1.9M reactions from USPTO patents (1976-2016). Task: Predict the product of the given reaction. (1) Given the reactants [CH3:1][C:2]1[C:6]([CH2:7][N:8]2[CH:12]=[C:11]([NH:13][CH2:14][C:15]3[CH:22]=[CH:21][CH:20]=[CH:19][C:16]=3[C:17]#N)[CH:10]=[N:9]2)=[C:5]([CH3:23])[O:4][N:3]=1.Cl.C[OH:26], predict the reaction product. The product is: [CH3:1][C:2]1[C:6]([CH2:7][N:8]2[CH:12]=[C:11]([N:13]3[CH2:14][C:15]4[C:16](=[CH:19][CH:20]=[CH:21][CH:22]=4)[C:17]3=[O:26])[CH:10]=[N:9]2)=[C:5]([CH3:23])[O:4][N:3]=1. (2) Given the reactants [C:1]1([CH3:11])[CH:6]=[CH:5][C:4](S(O)(=O)=O)=[CH:3][CH:2]=1.[NH:12]1C[CH2:15][CH2:14][CH2:13]1.[C:17]([O:21][CH2:22][CH3:23])(=[O:20])[CH:18]=C.[OH2:24], predict the reaction product. The product is: [O:24]=[C:2]1[C:3]2[N:12]=[CH:13][CH:14]=[CH:15][C:4]=2[CH2:5][CH2:6][CH:1]1[CH2:11][CH2:18][C:17]([O:21][CH2:22][CH3:23])=[O:20]. (3) Given the reactants C1(N2[C:11]([C:12]([F:15])([F:14])[F:13])=[C:10]([C:16]3[O:20][N:19]=[C:18]4[C:21]5[C:26]([CH2:27][CH2:28][C:17]=34)=[CH:25][C:24]([CH:29]=[CH2:30])=[CH:23][CH:22]=5)C=N2)C=CC=CC=1.C(C1C=C2C(=CC=1)/C(=N/O)/CCC2)=C.[C:45]1([C:51]2C(C(F)(F)F)=C(C(OC)=O)[S:53][N:52]=2)[CH:50]=[CH:49][CH:48]=[CH:47][CH:46]=1, predict the reaction product. The product is: [C:45]1([C:51]2[C:11]([C:12]([F:15])([F:14])[F:13])=[C:10]([C:16]3[O:20][N:19]=[C:18]4[C:21]5[C:26]([CH2:27][CH2:28][C:17]=34)=[CH:25][C:24]([CH:29]=[CH2:30])=[CH:23][CH:22]=5)[S:53][N:52]=2)[CH:50]=[CH:49][CH:48]=[CH:47][CH:46]=1.